This data is from Full USPTO retrosynthesis dataset with 1.9M reactions from patents (1976-2016). The task is: Predict the reactants needed to synthesize the given product. (1) Given the product [Cl:1][C:2]1[C:3]([N:12]([CH2:28][CH2:29][N:30]2[CH2:35][CH2:34][O:33][CH2:32][CH2:31]2)[S:13]([C:16]2[CH:17]=[CH:18][C:19]([C:20]([OH:22])=[O:21])=[CH:24][CH:25]=2)(=[O:14])=[O:15])=[N:4][CH:5]=[C:6]([C:8]([F:10])([F:11])[F:9])[CH:7]=1, predict the reactants needed to synthesize it. The reactants are: [Cl:1][C:2]1[C:3]([NH:12][S:13]([C:16]2[CH:25]=[CH:24][C:19]([C:20]([O:22]C)=[O:21])=[CH:18][CH:17]=2)(=[O:15])=[O:14])=[N:4][CH:5]=[C:6]([C:8]([F:11])([F:10])[F:9])[CH:7]=1.Cl.Cl[CH2:28][CH2:29][N:30]1[CH2:35][CH2:34][O:33][CH2:32][CH2:31]1.C([O-])([O-])=O.[Cs+].[Cs+].[Na+].[I-].Cl. (2) Given the product [Cl:1][C:2]1[N:7]=[CH:6][C:5]([CH:8]([O:9][C:16](=[O:18])[CH3:17])[C:10]2[CH:11]=[CH:12][CH:13]=[CH:14][CH:15]=2)=[CH:4][CH:3]=1, predict the reactants needed to synthesize it. The reactants are: [Cl:1][C:2]1[N:7]=[CH:6][C:5]([CH:8]([C:10]2[CH:15]=[CH:14][CH:13]=[CH:12][CH:11]=2)[OH:9])=[CH:4][CH:3]=1.[C:16](OC(=O)C)(=[O:18])[CH3:17]. (3) Given the product [NH4+:9].[OH-:12].[F:1][C:2]1[CH:3]=[C:4]2[NH:14][CH2:13][C:6]3([CH3:16])[CH:7]=[CH:8][NH:9][C:10]([CH:11]=1)=[C:5]23, predict the reactants needed to synthesize it. The reactants are: [F:1][C:2]1[CH:3]=[C:4]2[NH:14][C:13](=O)[C:6]3([CH3:16])[CH2:7][C:8](=[O:12])[NH:9][C:10]([CH:11]=1)=[C:5]23.CC(C[AlH]CC(C)C)C. (4) Given the product [CH:16]1([N:7]2[CH2:8][C:9]3([CH2:11][CH2:10]3)[C:12](=[O:15])[N:13]([CH3:14])[C:5]3[CH:4]=[N:3][C:2]([NH:22][C:23]4[CH:31]=[CH:30][C:26]([C:27]([OH:29])=[O:28])=[CH:25][CH:24]=4)=[N:21][C:6]2=3)[CH2:20][CH2:19][CH2:18][CH2:17]1, predict the reactants needed to synthesize it. The reactants are: Cl[C:2]1[N:3]=[CH:4][C:5]2[N:13]([CH3:14])[C:12](=[O:15])[C:9]3([CH2:11][CH2:10]3)[CH2:8][N:7]([CH:16]3[CH2:20][CH2:19][CH2:18][CH2:17]3)[C:6]=2[N:21]=1.[NH2:22][C:23]1[CH:31]=[CH:30][C:26]([C:27]([OH:29])=[O:28])=[CH:25][CH:24]=1.C(O)C.